This data is from Forward reaction prediction with 1.9M reactions from USPTO patents (1976-2016). The task is: Predict the product of the given reaction. Given the reactants [CH3:1][C:2]1[CH:3]=[N:4][CH:5]=[C:6]([CH:10]=1)[C:7]([OH:9])=O.Cl.[NH2:12][CH2:13][C:14]1[CH:21]=[CH:20][C:17]([C:18]#[N:19])=[CH:16][C:15]=1[OH:22], predict the reaction product. The product is: [C:18]([C:17]1[CH:20]=[CH:21][C:14]([CH2:13][NH:12][C:7](=[O:9])[C:6]2[CH:10]=[C:2]([CH3:1])[CH:3]=[N:4][CH:5]=2)=[C:15]([OH:22])[CH:16]=1)#[N:19].